This data is from Full USPTO retrosynthesis dataset with 1.9M reactions from patents (1976-2016). The task is: Predict the reactants needed to synthesize the given product. (1) Given the product [CH3:40][O:41][C:42]1[CH:43]=[C:44]([NH:54][C:27]2[CH:28]=[CH:29][CH:30]=[C:31]([NH:33][C:34]3[CH:39]=[CH:38][CH:37]=[CH:36][CH:35]=3)[N:32]=2)[CH:45]=[CH:46][C:47]=1[N:48]1[CH:52]=[C:51]([CH3:53])[N:50]=[CH:49]1, predict the reactants needed to synthesize it. The reactants are: C1CCC(P(C2C(C3C=CC=CC=3)=CC=CC=2)C2CCCCC2)CC1.Cl[C:27]1[N:32]=[C:31]([NH:33][C:34]2[CH:39]=[CH:38][CH:37]=[CH:36][CH:35]=2)[CH:30]=[CH:29][CH:28]=1.[CH3:40][O:41][C:42]1[CH:43]=[C:44]([NH2:54])[CH:45]=[CH:46][C:47]=1[N:48]1[CH:52]=[C:51]([CH3:53])[N:50]=[CH:49]1.C(=O)([O-])[O-].[K+].[K+]. (2) The reactants are: [Cl:1][C:2]1[C:3]([N:11]2[CH2:16][CH2:15][CH:14]([OH:17])[CH2:13][CH2:12]2)=[N:4][CH:5]=[C:6]([N+:8]([O-:10])=[O:9])[CH:7]=1.[C:18](Cl)(=[O:25])[C:19]1[CH:24]=[CH:23][CH:22]=[CH:21][CH:20]=1.O. Given the product [Cl:1][C:2]1[C:3]([N:11]2[CH2:12][CH2:13][CH:14]([O:17][C:18](=[O:25])[C:19]3[CH:24]=[CH:23][CH:22]=[CH:21][CH:20]=3)[CH2:15][CH2:16]2)=[N:4][CH:5]=[C:6]([N+:8]([O-:10])=[O:9])[CH:7]=1, predict the reactants needed to synthesize it.